From a dataset of Peptide-MHC class I binding affinity with 185,985 pairs from IEDB/IMGT. Regression. Given a peptide amino acid sequence and an MHC pseudo amino acid sequence, predict their binding affinity value. This is MHC class I binding data. (1) The MHC is HLA-A68:01 with pseudo-sequence HLA-A68:01. The binding affinity (normalized) is 0.0633. The peptide sequence is KAEMQLKIDK. (2) The peptide sequence is LACTDPSER. The MHC is HLA-A33:01 with pseudo-sequence HLA-A33:01. The binding affinity (normalized) is 0.284. (3) The peptide sequence is EVHTWTEQY. The MHC is HLA-A26:01 with pseudo-sequence HLA-A26:01. The binding affinity (normalized) is 0.809. (4) The peptide sequence is IFTLTVAWR. The MHC is HLA-A31:01 with pseudo-sequence HLA-A31:01. The binding affinity (normalized) is 0.529. (5) The peptide sequence is KKWIIMGLNK. The MHC is Mamu-B08 with pseudo-sequence Mamu-B08. The binding affinity (normalized) is 0.145. (6) The peptide sequence is GLMHNQDGL. The MHC is HLA-B15:01 with pseudo-sequence HLA-B15:01. The binding affinity (normalized) is 0. (7) The peptide sequence is QVIEYLKPY. The MHC is HLA-A69:01 with pseudo-sequence HLA-A69:01. The binding affinity (normalized) is 0.330. (8) The peptide sequence is VYIGDPAQL. The MHC is HLA-A29:02 with pseudo-sequence HLA-A29:02. The binding affinity (normalized) is 0.0726. (9) The peptide sequence is YTKVVHYRK. The MHC is HLA-A31:01 with pseudo-sequence HLA-A31:01. The binding affinity (normalized) is 0.750. (10) The peptide sequence is GDPPQPEYDL. The MHC is Patr-B2401 with pseudo-sequence Patr-B2401. The binding affinity (normalized) is 0.